From a dataset of Reaction yield outcomes from USPTO patents with 853,638 reactions. Predict the reaction yield, written as a fraction of the theoretical maximum amount of product (1.0 means a 100% yield; for example, 0.34 means a 34% yield). The reactants are [OH:1]S(O)(=O)=O.C([N:13]([CH2:21][C@@H:22]1[CH2:27][CH2:26][C@H:25]([CH2:28][C:29]#N)[CH2:24][CH2:23]1)[CH2:14][C:15]1[CH:20]=[CH:19][CH:18]=[CH:17][CH:16]=1)C1C=CC=CC=1.[CH3:31][CH2:32][OH:33]. No catalyst specified. The product is [CH2:14]([NH:13][CH2:21][C@@H:22]1[CH2:23][CH2:24][C@H:25]([CH2:28][C:29]([O:33][CH2:32][CH3:31])=[O:1])[CH2:26][CH2:27]1)[C:15]1[CH:16]=[CH:17][CH:18]=[CH:19][CH:20]=1. The yield is 0.610.